Task: Predict which catalyst facilitates the given reaction.. Dataset: Catalyst prediction with 721,799 reactions and 888 catalyst types from USPTO (1) Reactant: [Cl:1][C:2]1[CH:3]=[CH:4][C:5]([NH:8][C:9]([C:11]2[O:19][C:18]3[C:13](=[N:14][CH:15]=[CH:16][CH:17]=3)[C:12]=2[NH:20][C:21]([C@H:23]2[CH2:28][CH2:27][C@H:26]([N:29]([CH3:41])[CH2:30][CH2:31][CH2:32][NH:33]C(=O)OC(C)(C)C)[CH2:25][CH2:24]2)=[O:22])=[O:10])=[N:6][CH:7]=1.Cl.O1CCOCC1. Product: [NH2:33][CH2:32][CH2:31][CH2:30][N:29]([CH3:41])[C@H:26]1[CH2:25][CH2:24][C@H:23]([C:21]([NH:20][C:12]2[C:13]3=[N:14][CH:15]=[CH:16][CH:17]=[C:18]3[O:19][C:11]=2[C:9]([NH:8][C:5]2[CH:4]=[CH:3][C:2]([Cl:1])=[CH:7][N:6]=2)=[O:10])=[O:22])[CH2:28][CH2:27]1. The catalyst class is: 12. (2) Reactant: [Br:1][C:2]1[CH:11]=[C:10]2[C:5]([C:6]([CH3:16])([CH3:15])[CH2:7][CH:8]=[C:9]2[CH:12]([CH3:14])[CH3:13])=[CH:4][C:3]=1[OH:17].C(=O)([O-])[O-].[K+].[K+].I[CH2:25][CH3:26]. Product: [Br:1][C:2]1[CH:11]=[C:10]2[C:5]([C:6]([CH3:15])([CH3:16])[CH2:7][CH:8]=[C:9]2[CH:12]([CH3:13])[CH3:14])=[CH:4][C:3]=1[O:17][CH2:25][CH3:26]. The catalyst class is: 95. (3) Reactant: C(=O)([O-])[O-].[Cs+].[Cs+].[Cl:7][C:8]1[C:25]([C:26]2[CH:35]=[CH:34][C:29]3[O:30][CH2:31][CH2:32][O:33][C:28]=3[CH:27]=2)=[CH:24][CH:23]=[CH:22][C:9]=1[CH2:10][O:11][C:12]1[C:19]([CH3:20])=[CH:18][C:15]([CH:16]=[O:17])=[C:14]([OH:21])[CH:13]=1.Cl[CH2:37][C:38]1[CH:39]=[N:40][CH:41]=[C:42]([CH:45]=1)[C:43]#[N:44]. Product: [Cl:7][C:8]1[C:25]([C:26]2[CH:35]=[CH:34][C:29]3[O:30][CH2:31][CH2:32][O:33][C:28]=3[CH:27]=2)=[CH:24][CH:23]=[CH:22][C:9]=1[CH2:10][O:11][C:12]1[C:19]([CH3:20])=[CH:18][C:15]([CH:16]=[O:17])=[C:14]([CH:13]=1)[O:21][CH2:37][C:38]1[CH:39]=[N:40][CH:41]=[C:42]([CH:45]=1)[C:43]#[N:44]. The catalyst class is: 9. (4) Product: [O:13]=[C:4]1[C:5](=[O:12])[C:6]2[C:11](=[CH:10][CH:9]=[CH:8][CH:7]=2)[C:2]([S:29][CH2:28][C:15]2([OH:14])[CH2:16][CH2:17][N:18]([C:21]([O:23][C:24]([CH3:26])([CH3:25])[CH3:27])=[O:22])[CH2:19][CH2:20]2)=[CH:3]1. The catalyst class is: 10. Reactant: Cl[C:2]1[C:11]2[C:6](=[CH:7][CH:8]=[CH:9][CH:10]=2)[C:5](=[O:12])[C:4](=[O:13])[CH:3]=1.[OH:14][C:15]1([CH2:28][SH:29])[CH2:20][CH2:19][N:18]([C:21]([O:23][C:24]([CH3:27])([CH3:26])[CH3:25])=[O:22])[CH2:17][CH2:16]1.C(=O)([O-])[O-].[K+].[K+]. (5) Reactant: [Cl:1][C:2]1[CH:7]=[CH:6][C:5]([C:8]2[N:13]=[C:12](Cl)[C:11](Cl)=[C:10]([C:16]([O:18][CH3:19])=[O:17])[N:9]=2)=[C:4]([F:20])[C:3]=1[O:21][CH3:22].[CH3:23][NH:24][CH2:25][CH2:26][NH:27][CH3:28].C(N(CC)CC)C. Product: [Cl:1][C:2]1[CH:7]=[CH:6][C:5]([C:8]2[N:9]=[C:10]([C:16]([O:18][CH3:19])=[O:17])[C:11]3[N:27]([CH3:28])[CH2:26][CH2:25][N:24]([CH3:23])[C:12]=3[N:13]=2)=[C:4]([F:20])[C:3]=1[O:21][CH3:22]. The catalyst class is: 4. (6) Reactant: Br[C:2]1[CH:7]=[CH:6][C:5]([O:8][CH3:9])=[CH:4][CH:3]=1.[Mg].II.Cl[P:14](=[O:27])([C:21]1[CH:26]=[CH:25][CH:24]=[CH:23][CH:22]=1)[C:15]1[CH:20]=[CH:19][CH:18]=[CH:17][CH:16]=1. Product: [CH3:9][O:8][C:5]1[CH:6]=[CH:7][C:2]([P:14](=[O:27])([C:21]2[CH:22]=[CH:23][CH:24]=[CH:25][CH:26]=2)[C:15]2[CH:20]=[CH:19][CH:18]=[CH:17][CH:16]=2)=[CH:3][CH:4]=1. The catalyst class is: 1. (7) Reactant: C(OC([N:8]1[CH2:13][CH2:12][CH:11]([NH:14][C:15]2[CH:20]=[CH:19][C:18]([S:21](=[O:36])(=[O:35])[N:22]([CH2:27][C:28]3[CH:33]=[CH:32][C:31]([F:34])=[CH:30][CH:29]=3)[CH2:23][CH:24]([CH3:26])[CH3:25])=[CH:17][CH:16]=2)[CH2:10][CH2:9]1)=O)(C)(C)C.C(O)(C(F)(F)F)=O. Product: [F:34][C:31]1[CH:30]=[CH:29][C:28]([CH2:27][N:22]([CH2:23][CH:24]([CH3:25])[CH3:26])[S:21]([C:18]2[CH:17]=[CH:16][C:15]([NH:14][CH:11]3[CH2:12][CH2:13][NH:8][CH2:9][CH2:10]3)=[CH:20][CH:19]=2)(=[O:36])=[O:35])=[CH:33][CH:32]=1. The catalyst class is: 2. (8) Reactant: CON(C)[C:4]([C@@H:6]1[CH2:11][CH2:10][N:9]([CH2:12][C:13]2[CH:18]=[CH:17][CH:16]=[CH:15][CH:14]=2)[CH2:8][C@@H:7]1[C:19]1[CH:24]=[CH:23][C:22]([F:25])=[C:21]([F:26])[CH:20]=1)=[O:5].[CH3:28][Mg]Br.C[O-].[Na+]. Product: [CH2:12]([N:9]1[CH2:10][CH2:11][C@H:6]([C:4](=[O:5])[CH3:28])[C@@H:7]([C:19]2[CH:24]=[CH:23][C:22]([F:25])=[C:21]([F:26])[CH:20]=2)[CH2:8]1)[C:13]1[CH:18]=[CH:17][CH:16]=[CH:15][CH:14]=1. The catalyst class is: 5. (9) Reactant: [Si:1]([O:8][C@H:9]1[CH2:18][C:17]([CH3:20])([CH3:19])[CH2:16][C:15]2[N:14]=[C:13]([CH:21]([CH3:23])[CH3:22])[C:12]([CH:24]=[O:25])=[C:11]([I:26])[C:10]1=2)([C:4]([CH3:7])([CH3:6])[CH3:5])([CH3:3])[CH3:2].I[C:28]1[CH:33]=[CH:32][C:31]([C:34]([CH3:38])([CH3:37])[C:35]#[N:36])=[CH:30][CH:29]=1. Product: [Si:1]([O:8][C@H:9]1[CH2:18][C:17]([CH3:19])([CH3:20])[CH2:16][C:15]2[N:14]=[C:13]([CH:21]([CH3:22])[CH3:23])[C:12]([C@@H:24]([OH:25])[C:28]3[CH:33]=[CH:32][C:31]([C:34]([CH3:38])([CH3:37])[C:35]#[N:36])=[CH:30][CH:29]=3)=[C:11]([I:26])[C:10]1=2)([C:4]([CH3:5])([CH3:6])[CH3:7])([CH3:3])[CH3:2]. The catalyst class is: 7.